Task: Predict the product of the given reaction.. Dataset: Forward reaction prediction with 1.9M reactions from USPTO patents (1976-2016) (1) Given the reactants [N+:1]([C:4]1[C:5]([N:13]2[CH2:18][CH2:17][CH2:16][C@H:15]([NH:19][C:20](=[O:26])[O:21][C:22]([CH3:25])([CH3:24])[CH3:23])[CH2:14]2)=[C:6]2[S:12][CH:11]=[CH:10][C:7]2=[N:8][CH:9]=1)([O-])=O.[NH4+].[Cl-].CCO, predict the reaction product. The product is: [NH2:1][C:4]1[C:5]([N:13]2[CH2:18][CH2:17][CH2:16][C@H:15]([NH:19][C:20](=[O:26])[O:21][C:22]([CH3:24])([CH3:23])[CH3:25])[CH2:14]2)=[C:6]2[S:12][CH:11]=[CH:10][C:7]2=[N:8][CH:9]=1. (2) The product is: [Br:8][C:9]1[CH:10]=[C:11]([NH:12][C:5](=[O:6])[CH2:4][CH2:3][CH2:2][Cl:1])[CH:13]=[CH:14][C:15]=1[F:16]. Given the reactants [Cl:1][CH2:2][CH2:3][CH2:4][C:5](Cl)=[O:6].[Br:8][C:9]1[CH:10]=[C:11]([CH:13]=[CH:14][C:15]=1[F:16])[NH2:12].C(N(CC)CC)C, predict the reaction product. (3) Given the reactants [CH2:1]([O:8][C:9]1[CH:10]=[C:11]2[C:15](=[CH:16][CH:17]=1)[NH:14][CH:13]=[C:12]2[C:18](=[O:36])[CH2:19][CH:20]1[CH2:25][CH2:24][N:23](C(OCC2C=CC=CC=2)=O)[CH2:22][CH2:21]1)[C:2]1[CH:7]=[CH:6][CH:5]=[CH:4][CH:3]=1.Cl, predict the reaction product. The product is: [CH2:1]([O:8][C:9]1[CH:10]=[C:11]2[C:15](=[CH:16][CH:17]=1)[NH:14][CH:13]=[C:12]2[C:18](=[O:36])[CH2:19][CH:20]1[CH2:25][CH2:24][NH:23][CH2:22][CH2:21]1)[C:2]1[CH:3]=[CH:4][CH:5]=[CH:6][CH:7]=1. (4) The product is: [C:1]([O:5][C:6](=[O:18])[NH:7][CH2:8][CH2:9][CH2:10][C:11]1[N:12]=[N:13][C:14]([C:30]2[CH:31]=[CH:32][C:27]([N:26]([CH3:36])[CH3:25])=[CH:28][CH:29]=2)=[CH:15][CH:16]=1)([CH3:4])([CH3:3])[CH3:2]. Given the reactants [C:1]([O:5][C:6](=[O:18])[NH:7][CH2:8][CH2:9][CH2:10][C:11]1[N:12]=[N:13][C:14](Cl)=[CH:15][CH:16]=1)([CH3:4])([CH3:3])[CH3:2].C(=O)([O-])[O-].[Na+].[Na+].[CH3:25][N:26]([CH3:36])[C:27]1[CH:32]=[CH:31][C:30](B(O)O)=[CH:29][CH:28]=1.O, predict the reaction product.